From a dataset of Full USPTO retrosynthesis dataset with 1.9M reactions from patents (1976-2016). Predict the reactants needed to synthesize the given product. The reactants are: [C:1]([O:5][C:6](=[O:26])[NH:7][C@H:8]([C:19]1[C:24](Br)=[CH:23][CH:22]=[CH:21][N:20]=1)[C:9]1[CH:14]=[CH:13][C:12]([C:15]([F:18])([F:17])[F:16])=[CH:11][CH:10]=1)([CH3:4])([CH3:3])[CH3:2]. Given the product [C:1]([O:5][C:6](=[O:26])[NH:7][C@H:8]([C:19]1[CH:24]=[CH:23][CH:22]=[CH:21][N:20]=1)[C:9]1[CH:14]=[CH:13][C:12]([C:15]([F:16])([F:17])[F:18])=[CH:11][CH:10]=1)([CH3:4])([CH3:2])[CH3:3], predict the reactants needed to synthesize it.